Dataset: Reaction yield outcomes from USPTO patents with 853,638 reactions. Task: Predict the reaction yield, written as a fraction of the theoretical maximum amount of product (1.0 means a 100% yield; for example, 0.34 means a 34% yield). The reactants are C(OC(=O)[NH:7][CH:8]1[CH2:13][CH2:12][N:11]([CH2:14][CH2:15][N:16]2[C:25]3[C:20](=[CH:21][CH:22]=[C:23]([O:26][CH3:27])[CH:24]=3)[CH:19]=[CH:18][C:17]2=[O:28])[CH2:10][CH2:9]1)(C)(C)C.Cl. The catalyst is O1CCOCC1. The product is [NH2:7][CH:8]1[CH2:13][CH2:12][N:11]([CH2:14][CH2:15][N:16]2[C:25]3[C:20](=[CH:21][CH:22]=[C:23]([O:26][CH3:27])[CH:24]=3)[CH:19]=[CH:18][C:17]2=[O:28])[CH2:10][CH2:9]1. The yield is 1.00.